From a dataset of Full USPTO retrosynthesis dataset with 1.9M reactions from patents (1976-2016). Predict the reactants needed to synthesize the given product. (1) Given the product [ClH:17].[Cl:17][C:12]1[CH:11]=[C:10]([CH:15]=[CH:14][C:13]=1[F:16])[C:9]([NH:8][C@H:5]1[CH2:4][CH2:3][C@@H:2]([NH:1][C:20]2[CH:25]=[CH:24][CH:23]=[CH:22][N:21]=2)[CH2:7][CH2:6]1)=[O:18], predict the reactants needed to synthesize it. The reactants are: [NH2:1][C@@H:2]1[CH2:7][CH2:6][C@H:5]([NH:8][C:9](=[O:18])[C:10]2[CH:15]=[CH:14][C:13]([F:16])=[C:12]([Cl:17])[CH:11]=2)[CH2:4][CH2:3]1.Cl[C:20]1[CH:25]=[CH:24][CH:23]=[CH:22][N:21]=1.C(O)CCC.C([O-])(O)=O.[Na+]. (2) Given the product [Br:1][C:2]1[CH:7]=[CH:6][C:5]([CH:8]2[CH2:9][CH2:10][N:11]([S:22]([CH3:21])(=[O:24])=[O:23])[CH2:12][CH2:13]2)=[CH:4][CH:3]=1, predict the reactants needed to synthesize it. The reactants are: [Br:1][C:2]1[CH:7]=[CH:6][C:5]([CH:8]2[CH2:13][CH2:12][NH:11][CH2:10][CH2:9]2)=[CH:4][CH:3]=1.C(N(CC)CC)C.[CH3:21][S:22](Cl)(=[O:24])=[O:23].